Dataset: Human Reference Interactome with 51,813 positive PPI pairs across 8,248 proteins, plus equal number of experimentally-validated negative pairs. Task: Binary Classification. Given two protein amino acid sequences, predict whether they physically interact or not. (1) Protein 1 (ENSG00000166529) has sequence MMTKVLGMAPVLGPRPPQEQVGPLMVKVEEKEEKGKYLPSLEMFRQRFRQFGYHDTPGPREALSQLRVLCCEWLRPEIHTKEQILELLVLEQFLTILPQELQAWVQEHCPESAEEAVTLLEDLERELDEPGHQVSTPPNEQKPVWEKISSSGTAKESPSSMQPQPLETSHKYESWGPLYIQESGEEQEFAQDPRKVRDCRLSTQHEESADEQKGSEAEGLKGDIISVIIANKPEASLERQCVNLENEKGTKPPLQEAGSKKGRESVPTKPTPGERRYICAECGKAFSNSSNLTKHRRTHT.... Protein 2 (ENSG00000187766) has sequence MADACCTRTYVIAASTMSVCSSDVGHVSRVSSPSTCTGSSWQVDNCQESCCEPRSCASSCCTPSCCAPAPCLALVCAPVSCEPSPCQSGCTDSCTPSCCQQSSCQPACCTSSPCQQACCVPVCCKSNCCKPVCCVSICSGASSPCCQQSSCQSACCTFSPCQQACCVPICCKPICCVPVCSGASSLCCQKSSCQPACCTTSCCRPSSSVSLLCRPVCRPACCVPVPSCCVPASSCQPSCCHPASCLSFLCRPACSRLAC*. Result: 1 (the proteins interact). (2) Protein 1 (ENSG00000047579) has sequence MLETLRERLLSVQQDFTSGLKTLSDKSREAKVKSKPRTVPFLPKYSAGLELLSRYEDTWAALHRRAKDCASAGELVDSEVVMLSAHWEKKKTSLVELQEQLQQLPALIADLESMTANLTHLEASFEEVENNLLHLEDLCGQCELERCKHMQSQQLENYKKNKRKELETFKAELDAEHAQKVLEMEHTQQMKLKERQKFFEEAFQQDMEQYLSTGYLQIAERREPIGSMSSMEVNVDMLEQMDLMDISDQEALDVFLNSGGEENTVLSPALGRVDKLALAEPGQYRCHSPPKVRRENHLPV.... Protein 2 (ENSG00000141750) has sequence MTEMSEKENEPDDAATHSPPGTVSALQETKLQRFKRSLSLKTILRSKSLENFFLRSGSELKCPTEVLLTPPTPLPPPSPPPTASDRGLATPSPSPCPVPRPLAALKPVRLHSFQEHVFKRASPCELCHQLIVGNSKQGLRCKMCKVSVHLWCSEEISHQQCPGKTSTSFRRNFSSPLLVHEPPPVCATSKESPPTGDSGKVDPVYETLRYGTSLALMNRSSFSSTSESPTRSLSERDELTEDGEGSIRSSEEGPGDSASPVFTAPAESEGPGPEEKSPGQQLPKATLRKDVGPMYSYVAL.... Result: 0 (the proteins do not interact). (3) Protein 1 (ENSG00000223638) has sequence MAEHFKQIIRCPVCLKDLEEAVQLKCGYACCLQCLNSLQKEPDGEGLLCRFCSVVSQKDDIKPKYKLRALVSIIKELEPKLKSVLTMNPRMRKFQVDMTFDVDTANNYLIISEDLRSFRSGDLSQNRKEQAERFDTALCVLGTPRFTSGRHYWEVDVGTSQVWDVGVCKESVNRQGKIVLSSEHGFLTVGCREGKVFAASTVPMTPLWVSPQLHRVGIFLDVGMRSIAFYNVSDGCHIYTFIEIPVCEPWRPFFAHKRGSQDDQSILSICSVINPSAASAPVSSEGK*. Protein 2 (ENSG00000243317) has sequence MLQFLLGFTLGNVVGMYLAQNYDGIGSPSVSQAGVQWWDLGSLQL*MLQFLLGFTLGNVVGMYLAQNYDIPNLAKKLEEIKKDLDAKKKPPSA*. Result: 0 (the proteins do not interact). (4) Protein 1 (ENSG00000115828) has sequence MAGGRHRRVVGTLHLLLLVAALPWASRGVSPSASAWPEEKNYHQPAILNSSALRQIAEGTSISEMWQNDLQPLLIERYPGSPGSYAARQHIMQRIQRLQADWVLEIDTFLSQTPYGYRSFSNIISTLNPTAKRHLVLACHYDSKYFSHWNNRVFVGATDSAVPCAMMLELARALDKKLLSLKTVSDSKPDLSLQLIFFDGEEAFLHWSPQDSLYGSRHLAAKMASTPHPPGARGTSQLHGMDLLVLLDLIGAPNPTFPNFFPNSARWFERLQAIEHELHELGLLKDHSLEGRYFQNYSYG.... Protein 2 (ENSG00000143748) has sequence MKPRPAGFVDNKLKQRVIQYLTSNKCGKYVDIGVLASDLQRVYSIDYGRRKRNAFRIQVEKVFSIISSEKELKNLTELEDEHLAKRARQGEEDNEYTESYSDDDSSMEDYPDPQSANHMNSSLLSLYRKGNPDSVSNTPEMEQRETTSSTPRISSKTGSIPLKTPAKDSEGGWFIDKTPSVKKDSFFLDLSCEKSNPKKPITEIQDSKDSSLLESDMKRKGKLKNKGSKRKKEDLQEVDGEIEAVLQKKAKARGLEFQISNVKFEDVGGNDMTLKEVCKMLIHMRHPEVYHHLGVVPPRG.... Result: 0 (the proteins do not interact). (5) Protein 1 (ENSG00000087589) has sequence MKGTGIMDCAPKALLARALYDNCPDCSDELAFSRGDILTILEQHVPESEGWWKCLLHGRQGLAPANRLQILTEVAADRPCPPFLRGLEEAPASSEETYQVPTLPRPPTPGPVYEQMRSWAEGPQPPTAQVYEFPDPPTSARIICEKTLSFPKQAILTLPRPVRASLPTLPSQVYDVPTQHRGPVVLKEPEKQQLYDIPASPKKAGLHPPDSQASGQGVPLISVTTLRRGGYSTLPNPQKSEWIYDTPVSPGKASVRNTPLTSFAEESRPHALPSSSSTFYNPPSGRSRSLTPQLNNNVPM.... Protein 2 (ENSG00000089057) has sequence MMGIGKNTTSKSMEAGSSTEGKYEDEAKHPAFFTLPVVINGGATSSGEQDNEDTELMAIYTTENGIAEKSSLAETLDSTGSLDPQRSDMIYTIEDVPPWYLCIFLGLQHYLTCFSGTIAVPFLLADAMCVGYDQWATSQLIGTIFFCVGITTLLQTTFGCRLPLFQASAFAFLAPARAILSLDKWKCNTTDVSVANGTAELLHTEHIWYPRIREIQGAIIMSSLIEVVIGLLGLPGALLKYIGPLTITPTVALIGLSGFQAAGERAGKHWGIAMLTIFLVLLFSQYARNVKFPLPIYKSK.... Result: 0 (the proteins do not interact). (6) Protein 1 (ENSG00000136273) has sequence MKFRAKIVDGACLNHFTRISNMIAKLAKTCTLRISPDKLNFILCDKLANGGVSMWCELEQENFFNEFQMEGVSAENNEIYLELTSENLSRALKTAQNARALKIKLTNKHFPCLTVSVELLSMSSSSRIVTHDIPIKVIPRKLWKDLQEPVVPDPDVSIYLPVLKTMKSVVEKMKNISNHLVIEANLDGELNLKIETELVCVTTHFKDLGNPPLASESTHEDRNVEHMAEVHIDIRKLLQFLAGQQVNPTKALCNIVNNKMVHFDLLHEDVSLQYFIPALS*MIAKLAKTCTLRISPDKLN.... Protein 2 (ENSG00000167721) has sequence MAAHRPGPLKQQNKAHKGGRHRGRGSAQRDGKGRLALKTLSKKVRKELSRVDQRHRASQLRKQKKEAVLAEKRQLGGKDGPPHQVLVVPLHSRISLPEAMQLLQDRDTGTVHLNELGNTQNFMLLCPRLKHRWFFTSARPGDLHVVLDMAKVADTILFLLDPLEGWDSTGDYCLSCLFAQGLPTYTLAVQGISGLPLKKQIDTRKKLSKAVEKRFPHDKLLLLDTQQEAGMLLRQLANQKQQHLAFRDRRAYLFAHAVDFVPSEENNLVGTLKISGYVRGQTLNVNRLLHIVGYGDFQMK.... Result: 0 (the proteins do not interact). (7) Protein 1 (ENSG00000120306) has sequence MNQENPPPYPGPGPTAPYPPYPPQPMGPGPMGGPYPPPQGYPYQGYPQYGWQGGPQEPPKTTVYVVEDQRRDELGPSTCLTACWTALCCCCLWDMLT*MNQENPPPYPGPGPTAPYPPYPPQPMGPGPMGGPYPPPQGYPYQGYPQYGWQGGPQEPPKTTVYVIERERKMDSGCQAVLAACWAALCCCCLLDNLN*. Protein 2 (ENSG00000142669) has sequence MSGLRVYSTSVTGSREIKSQQSEVTRILDGKRIQYQLVDISQDNALRDEMRALAGNPKATPPQIVNGDQYCGDYELFVEAVEQNTLQEFLKLA*MSGLRVYSTSVTGSREIKSQQSEVTRILDGKRIQYQLVDISQDNALRDEMRALAGNPKATPPQIVNGDQYCGVWAGGRGGGGSVGRGL*. Result: 0 (the proteins do not interact).